Predict the product of the given reaction. From a dataset of Forward reaction prediction with 1.9M reactions from USPTO patents (1976-2016). (1) Given the reactants Br[C:2]1[CH:7]=[CH:6][C:5]([CH2:8][C:9]([O:11][CH3:12])=[O:10])=[CH:4][CH:3]=1.C([O-])(=O)C.[Ca+2].C([O-])(=O)C.C1(P(C2CCCCC2)C2CCCCC2)CCCCC1.[B:41]1([B:41]2[O:45][C:44]([CH3:47])([CH3:46])[C:43]([CH3:49])([CH3:48])[O:42]2)[O:45][C:44]([CH3:47])([CH3:46])[C:43]([CH3:49])([CH3:48])[O:42]1, predict the reaction product. The product is: [CH3:48][C:43]1([CH3:49])[C:44]([CH3:47])([CH3:46])[O:45][B:41]([C:2]2[CH:7]=[CH:6][C:5]([CH2:8][C:9]([O:11][CH3:12])=[O:10])=[CH:4][CH:3]=2)[O:42]1. (2) Given the reactants CS([C:4]1[N:8]=[C:7]([C:9]2[CH:14]=[CH:13][CH:12]=[CH:11][CH:10]=2)[S:6][N:5]=1)=O.CS(C1N=C(C2C=CC=CC=2)SN=1)(=O)=O.[CH2:30]([OH:34])[C:31]#[C:32][CH3:33].[H-].[Na+].[Cl-].[Na+], predict the reaction product. The product is: [C:9]1([C:7]2[S:6][N:5]=[C:4]([O:34][CH2:30][C:31]#[C:32][CH3:33])[N:8]=2)[CH:14]=[CH:13][CH:12]=[CH:11][CH:10]=1.